From a dataset of Cav3 T-type calcium channel HTS with 100,875 compounds. Binary Classification. Given a drug SMILES string, predict its activity (active/inactive) in a high-throughput screening assay against a specified biological target. (1) The compound is S(=O)(=O)(N)c1ccc(CCNCc2cc(OC)c(OCC(=O)NC3CCCCC3)cc2)cc1. The result is 0 (inactive). (2) The compound is s1c2c(CCCC2)c(c1NC(=O)c1ccc(N2C(=O)C3C(C4CC3C=C4)C2=O)cc1)C(OCC)=O. The result is 0 (inactive). (3) The molecule is Fc1ccc(CNC(=O)Cc2c(O)c3c([nH]c2=O)cccc3)cc1. The result is 0 (inactive). (4) The drug is Clc1cc(N2CCN(C(c3n(nnn3)C(C)(C)C)CC)CC2)c(cc1)C. The result is 1 (active). (5) The drug is Clc1cc(NC(=O)C2CN(S(=O)(=O)c3c(onc3C)C)CCC2)c(cc1)C. The result is 0 (inactive). (6) The drug is S(CC(=O)N1C(CCCC1)C)c1n(CCCOC)c(nn1)c1occc1. The result is 0 (inactive). (7) The compound is O=c1n(C2CCCCC2)c2CCCc2[nH]c1=O. The result is 0 (inactive). (8) The compound is O1c2c(C(c3c(OC)c(OC)ccc3)C(=C1N)C#N)c(oc(c2)C)=O. The result is 0 (inactive).